Dataset: Forward reaction prediction with 1.9M reactions from USPTO patents (1976-2016). Task: Predict the product of the given reaction. (1) Given the reactants [NH2:1][C:2]1[CH:3]=[C:4]([CH:25]=[CH:26][CH:27]=1)[O:5][C:6]1[C:7]([N+:22]([O-:24])=[O:23])=[C:8]([CH:18]=[C:19]([F:21])[CH:20]=1)[NH:9][C:10]1[CH:15]=[CH:14][C:13]([I:16])=[CH:12][C:11]=1[F:17].NC1C=C(C=CC=1)OC1C=C(F)C([N+]([O-])=O)=C(C=1)NC1C=CC(I)=CC=1F.[CH2:55]([S:57](Cl)(=[O:59])=[O:58])[CH3:56].FC1C([N+]([O-])=O)=C(C=C(NC2C=CC(I)=CC=2F)C=1)OC1C=C(NS(CC)(=O)=O)C=CC=1, predict the reaction product. The product is: [F:21][C:19]1[CH:18]=[C:8]([NH:9][C:10]2[CH:15]=[CH:14][C:13]([I:16])=[CH:12][C:11]=2[F:17])[C:7]([N+:22]([O-:24])=[O:23])=[C:6]([CH:20]=1)[O:5][C:4]1[CH:3]=[C:2]([NH:1][S:57]([CH2:55][CH3:56])(=[O:59])=[O:58])[CH:27]=[CH:26][CH:25]=1. (2) Given the reactants [CH3:1][C:2]1[N:6]([C:7]([C:20]2[CH:25]=[CH:24][CH:23]=[CH:22][CH:21]=2)([C:14]2[CH:19]=[CH:18][CH:17]=[CH:16][CH:15]=2)[C:8]2[CH:13]=[CH:12][CH:11]=[CH:10][CH:9]=2)[C:5](C(C2C3C(=CC=CC=3)C=CC=2)(O)C)=[N:4][CH:3]=1.[CH3:39][C:40]1[N:41]=[CH:42][N:43]([C:58]([C:71]2[CH:76]=[CH:75][CH:74]=[CH:73][CH:72]=2)([C:65]2[CH:70]=[CH:69][CH:68]=[CH:67][CH:66]=2)[C:59]2[CH:64]=[CH:63][CH:62]=[CH:61][CH:60]=2)[C:44]=1[C:45]([C:48]1[C:57]2[C:52](=[CH:53][CH:54]=[CH:55][CH:56]=2)[CH:51]=[CH:50][CH:49]=1)([OH:47])[CH3:46].CC1N=CN(C(C2C=CC=CC=2)(C2C=CC=CC=2)C2C=CC=CC=2)C=1C(C1C2C(=CC=CC=2)C=CC=1)=O.C[Mg]Br, predict the reaction product. The product is: [CH3:1][C:2]1[N:6]([C:7]([C:8]2[CH:9]=[CH:10][CH:11]=[CH:12][CH:13]=2)([C:14]2[CH:15]=[CH:16][CH:17]=[CH:18][CH:19]=2)[C:20]2[CH:21]=[CH:22][CH:23]=[CH:24][CH:25]=2)[CH:5]=[N:4][C:3]=1[C:45]([C:48]1[C:57]2[C:52](=[CH:53][CH:54]=[CH:55][CH:56]=2)[CH:51]=[CH:50][CH:49]=1)([OH:47])[CH3:44].[CH3:39][C:40]1[N:41]=[CH:42][N:43]([C:58]([C:71]2[CH:76]=[CH:75][CH:74]=[CH:73][CH:72]=2)([C:65]2[CH:66]=[CH:67][CH:68]=[CH:69][CH:70]=2)[C:59]2[CH:60]=[CH:61][CH:62]=[CH:63][CH:64]=2)[C:44]=1[C:45]([C:48]1[C:57]2[C:52](=[CH:53][CH:54]=[CH:55][CH:56]=2)[CH:51]=[CH:50][CH:49]=1)([OH:47])[CH3:46].